The task is: Regression. Given two drug SMILES strings and cell line genomic features, predict the synergy score measuring deviation from expected non-interaction effect.. This data is from NCI-60 drug combinations with 297,098 pairs across 59 cell lines. Cell line: HOP-62. Synergy scores: CSS=50.2, Synergy_ZIP=-1.01, Synergy_Bliss=-2.30, Synergy_Loewe=-74.6, Synergy_HSA=-3.24. Drug 1: C1CCC(C1)C(CC#N)N2C=C(C=N2)C3=C4C=CNC4=NC=N3. Drug 2: CC=C1C(=O)NC(C(=O)OC2CC(=O)NC(C(=O)NC(CSSCCC=C2)C(=O)N1)C(C)C)C(C)C.